Dataset: Full USPTO retrosynthesis dataset with 1.9M reactions from patents (1976-2016). Task: Predict the reactants needed to synthesize the given product. (1) The reactants are: [C:1]([O:9][CH2:10][CH3:11])(=[O:8])[CH2:2][C:3]([O:5][CH2:6][CH3:7])=[O:4].[Br:12]Br.Br. Given the product [Br:12][CH:2]([C:3]([O:5][CH2:6][CH3:7])=[O:4])[C:1]([O:9][CH2:10][CH3:11])=[O:8], predict the reactants needed to synthesize it. (2) Given the product [O:34]1[C:26]2[CH:25]=[CH:24][C:29]([CH2:30][NH:1][C:2]3[CH:7]=[CH:6][CH:5]=[CH:4][C:3]=3[C:8]3[O:12][C:11]([NH:13][C:14]4[CH:23]=[CH:22][C:17]5[O:18][CH2:19][CH2:20][O:21][C:16]=5[CH:15]=4)=[N:10][CH:9]=3)=[CH:28][C:27]=2[O:32][CH2:33]1, predict the reactants needed to synthesize it. The reactants are: [NH2:1][C:2]1[CH:7]=[CH:6][CH:5]=[CH:4][C:3]=1[C:8]1[O:12][C:11]([NH:13][C:14]2[CH:23]=[CH:22][C:17]3[O:18][CH2:19][CH2:20][O:21][C:16]=3[CH:15]=2)=[N:10][CH:9]=1.[CH:24]1[C:29]([CH:30]=O)=[CH:28][C:27]2[O:32][CH2:33][O:34][C:26]=2[CH:25]=1.[BH-](OC(C)=O)(OC(C)=O)OC(C)=O.[Na+].C(OCC)(=O)C. (3) Given the product [NH2:31][S:28]([C:25]1[CH:26]=[CH:27][C:22]([NH:21][C:14]([C:10]2[CH:9]=[C:8]([N:7]([CH:1]3[CH2:2][CH2:3][CH2:4][CH2:5][CH2:6]3)[CH2:17][CH:18]3[CH2:20][CH2:19]3)[N:13]=[CH:12][N:11]=2)=[O:16])=[C:23]([CH3:32])[CH:24]=1)(=[O:29])=[O:30], predict the reactants needed to synthesize it. The reactants are: [CH:1]1([N:7]([CH2:17][CH:18]2[CH2:20][CH2:19]2)[C:8]2[N:13]=[CH:12][N:11]=[C:10]([C:14]([OH:16])=O)[CH:9]=2)[CH2:6][CH2:5][CH2:4][CH2:3][CH2:2]1.[NH2:21][C:22]1[CH:27]=[CH:26][C:25]([S:28]([NH2:31])(=[O:30])=[O:29])=[CH:24][C:23]=1[CH3:32].